From a dataset of Full USPTO retrosynthesis dataset with 1.9M reactions from patents (1976-2016). Predict the reactants needed to synthesize the given product. (1) Given the product [Br:1][C:2]1[O:6][C:5]([C:7]2[CH:12]=[C:11]([N:15]3[CH2:20][CH2:19][O:18][CH2:17][CH2:16]3)[N:10]=[C:9]([N:24]3[CH2:25][CH2:27][O:32][CH2:22][CH2:21]3)[N:8]=2)=[CH:4][CH:3]=1, predict the reactants needed to synthesize it. The reactants are: [Br:1][C:2]1[O:6][C:5]([C:7]2[CH:12]=[C:11](Cl)[N:10]=[C:9](Cl)[N:8]=2)=[CH:4][CH:3]=1.[NH:15]1[CH2:20][CH2:19][O:18][CH2:17][CH2:16]1.[CH:21]([N:24](CC)[CH:25]([CH3:27])C)(C)[CH3:22].CC(N(C)C)=[O:32]. (2) Given the product [CH3:12][C:6]1[N:7]=[C:8]2[C:3]([C:2]([NH:20][C:18]3[CH:19]=[C:14]([CH3:13])[CH:15]=[CH:16][C:17]=3[S:21][C:22]3[CH:23]=[CH:24][CH:25]=[CH:26][CH:27]=3)=[CH:11][CH:10]=[N:9]2)=[CH:4][CH:5]=1, predict the reactants needed to synthesize it. The reactants are: Cl[C:2]1[CH:11]=[CH:10][N:9]=[C:8]2[C:3]=1[CH:4]=[CH:5][C:6]([CH3:12])=[N:7]2.[CH3:13][C:14]1[CH:15]=[CH:16][C:17]([S:21][C:22]2[CH:27]=[CH:26][CH:25]=[CH:24][CH:23]=2)=[C:18]([NH2:20])[CH:19]=1. (3) Given the product [CH2:16]([O:15][C:7]1[CH:6]=[C:5]([CH2:4][NH2:1])[CH:10]=[C:9]([C:11]([Cl:14])([CH3:13])[CH3:12])[CH:8]=1)[C:17]1[CH:18]=[CH:19][CH:20]=[CH:21][CH:22]=1, predict the reactants needed to synthesize it. The reactants are: [N:1]([CH2:4][C:5]1[CH:10]=[C:9]([C:11]([Cl:14])([CH3:13])[CH3:12])[CH:8]=[C:7]([O:15][CH2:16][C:17]2[CH:22]=[CH:21][CH:20]=[CH:19][CH:18]=2)[CH:6]=1)=[N+]=[N-].